This data is from NCI-60 drug combinations with 297,098 pairs across 59 cell lines. The task is: Regression. Given two drug SMILES strings and cell line genomic features, predict the synergy score measuring deviation from expected non-interaction effect. (1) Drug 1: CN(CC1=CN=C2C(=N1)C(=NC(=N2)N)N)C3=CC=C(C=C3)C(=O)NC(CCC(=O)O)C(=O)O. Drug 2: CN1C=C(C=N1)C2=C3N=C(C(=C(N3N=C2)N)Br)C4CCCNC4. Cell line: UACC62. Synergy scores: CSS=42.1, Synergy_ZIP=-2.90, Synergy_Bliss=-3.61, Synergy_Loewe=-6.50, Synergy_HSA=-2.38. (2) Drug 1: C1=CN(C(=O)N=C1N)C2C(C(C(O2)CO)O)O.Cl. Drug 2: CC1=C2C(C(=O)C3(C(CC4C(C3C(C(C2(C)C)(CC1OC(=O)C(C(C5=CC=CC=C5)NC(=O)C6=CC=CC=C6)O)O)OC(=O)C7=CC=CC=C7)(CO4)OC(=O)C)O)C)OC(=O)C. Cell line: TK-10. Synergy scores: CSS=11.2, Synergy_ZIP=-6.37, Synergy_Bliss=-3.02, Synergy_Loewe=-11.0, Synergy_HSA=-6.67.